Task: Regression. Given two drug SMILES strings and cell line genomic features, predict the synergy score measuring deviation from expected non-interaction effect.. Dataset: NCI-60 drug combinations with 297,098 pairs across 59 cell lines (1) Drug 1: CC1=C2C(C(=O)C3(C(CC4C(C3C(C(C2(C)C)(CC1OC(=O)C(C(C5=CC=CC=C5)NC(=O)OC(C)(C)C)O)O)OC(=O)C6=CC=CC=C6)(CO4)OC(=O)C)OC)C)OC. Drug 2: CC1C(C(CC(O1)OC2CC(CC3=C2C(=C4C(=C3O)C(=O)C5=C(C4=O)C(=CC=C5)OC)O)(C(=O)CO)O)N)O.Cl. Cell line: SR. Synergy scores: CSS=53.6, Synergy_ZIP=-9.47, Synergy_Bliss=-9.74, Synergy_Loewe=0.442, Synergy_HSA=2.46. (2) Drug 1: CCC1(CC2CC(C3=C(CCN(C2)C1)C4=CC=CC=C4N3)(C5=C(C=C6C(=C5)C78CCN9C7C(C=CC9)(C(C(C8N6C=O)(C(=O)OC)O)OC(=O)C)CC)OC)C(=O)OC)O.OS(=O)(=O)O. Drug 2: CC1=C2C(C(=O)C3(C(CC4C(C3C(C(C2(C)C)(CC1OC(=O)C(C(C5=CC=CC=C5)NC(=O)C6=CC=CC=C6)O)O)OC(=O)C7=CC=CC=C7)(CO4)OC(=O)C)O)C)OC(=O)C. Cell line: SF-539. Synergy scores: CSS=48.5, Synergy_ZIP=1.05, Synergy_Bliss=-0.956, Synergy_Loewe=-1.69, Synergy_HSA=1.26.